From a dataset of Catalyst prediction with 721,799 reactions and 888 catalyst types from USPTO. Predict which catalyst facilitates the given reaction. Reactant: [BH4-].[Na+].[C:3]([C:10]1[CH:11]=[C:12]([CH2:18][CH2:19][C:20]([O:22][CH2:23][CH3:24])=[O:21])[CH:13]=[CH:14][C:15]=1[O:16][CH3:17])(=[O:9])[CH2:4][CH2:5][CH2:6][CH2:7][CH3:8]. Product: [OH:9][CH:3]([C:10]1[CH:11]=[C:12]([CH2:18][CH2:19][C:20]([O:22][CH2:23][CH3:24])=[O:21])[CH:13]=[CH:14][C:15]=1[O:16][CH3:17])[CH2:4][CH2:5][CH2:6][CH2:7][CH3:8]. The catalyst class is: 8.